From a dataset of Full USPTO retrosynthesis dataset with 1.9M reactions from patents (1976-2016). Predict the reactants needed to synthesize the given product. Given the product [Cl:29][C:25]1[CH:24]=[C:23]([C@:14]([C@@H:10]2[CH2:11][CH2:12][CH2:13][NH:8][CH2:9]2)([OH:22])[CH2:15][CH2:16][CH2:17][C:18]([F:21])([F:20])[CH3:19])[CH:28]=[CH:27][CH:26]=1, predict the reactants needed to synthesize it. The reactants are: C([N:8]1[CH2:13][CH2:12][CH2:11][C@@H:10]([C@@:14]([C:23]2[CH:28]=[CH:27][CH:26]=[C:25]([Cl:29])[CH:24]=2)([OH:22])[CH2:15][CH2:16][CH2:17][C:18]([F:21])([F:20])[CH3:19])[CH2:9]1)(OC(C)(C)C)=O.Cl.